Predict which catalyst facilitates the given reaction. From a dataset of Catalyst prediction with 721,799 reactions and 888 catalyst types from USPTO. (1) Reactant: [F:1][C:2]1[C:6]([F:7])=[CH:5][N:4]([C:8]2[CH:13]=[CH:12][C:11]([N:14]3[CH:19]=[C:18]([O:20][CH3:21])[C:17](=[O:22])[C:16]([C:23]4[N:27]([C:28]5[CH:33]=[CH:32][CH:31]=[CH:30][CH:29]=5)[N:26]=[CH:25][CH:24]=4)=[N:15]3)=[C:10]([OH:34])[CH:9]=2)[CH:3]=1.IC.[C:37](=O)([O-])[O-].[K+].[K+].O. Product: [F:1][C:2]1[C:6]([F:7])=[CH:5][N:4]([C:8]2[CH:13]=[CH:12][C:11]([N:14]3[CH:19]=[C:18]([O:20][CH3:21])[C:17](=[O:22])[C:16]([C:23]4[N:27]([C:28]5[CH:33]=[CH:32][CH:31]=[CH:30][CH:29]=5)[N:26]=[CH:25][CH:24]=4)=[N:15]3)=[C:10]([O:34][CH3:37])[CH:9]=2)[CH:3]=1. The catalyst class is: 9. (2) Reactant: [Br:1][C:2]1[N:7]=[C:6]([NH:8][C:9]2[CH:14]=[CH:13][C:12]([CH:15]3[CH2:20][CH2:19][N:18](C(OC(C)(C)C)=O)[CH2:17][CH2:16]3)=[CH:11][CH:10]=2)[C:5](=[O:28])[N:4]([CH3:29])[CH:3]=1.FC(F)(F)C(O)=O. Product: [Br:1][C:2]1[N:7]=[C:6]([NH:8][C:9]2[CH:10]=[CH:11][C:12]([CH:15]3[CH2:20][CH2:19][NH:18][CH2:17][CH2:16]3)=[CH:13][CH:14]=2)[C:5](=[O:28])[N:4]([CH3:29])[CH:3]=1. The catalyst class is: 2. (3) Reactant: C(OC([NH:8][CH:9]1[CH2:14][CH2:13][N:12]([C:15]2[N:20]=[C:19]([N:21]3[CH2:25][CH2:24][CH2:23][CH:22]3[C:26]3[O:30][N:29]=[C:28]([C:31]4[CH:36]=[CH:35][CH:34]=[CH:33][N:32]=4)[CH:27]=3)[N:18]=[C:17]([NH:37][C:38]3[CH:42]=[C:41]([CH3:43])[NH:40][N:39]=3)[CH:16]=2)[CH2:11][CH2:10]1)=O)(C)(C)C.FC(F)(F)C(O)=O. Product: [NH2:8][CH:9]1[CH2:10][CH2:11][N:12]([C:15]2[N:20]=[C:19]([N:21]3[CH2:25][CH2:24][CH2:23][CH:22]3[C:26]3[O:30][N:29]=[C:28]([C:31]4[CH:36]=[CH:35][CH:34]=[CH:33][N:32]=4)[CH:27]=3)[N:18]=[C:17]([NH:37][C:38]3[CH:42]=[C:41]([CH3:43])[NH:40][N:39]=3)[CH:16]=2)[CH2:13][CH2:14]1. The catalyst class is: 2. (4) Reactant: [CH2:1]([O:4][C:5]([CH:7]1[C:12](=[O:13])[CH:11]([NH:14][C:15]([O:17][C:18]([CH3:21])([CH3:20])[CH3:19])=[O:16])[CH2:10][S:9][CH2:8]1)=[O:6])[CH:2]=[CH2:3].[N+:22]([C:25]1[CH:32]=[CH:31][C:28]([CH2:29]Br)=[CH:27][C:26]=1[Br:33])([O-:24])=[O:23].N. Product: [CH2:1]([O:4][C:5]([C:7]1([CH2:29][C:28]2[CH:31]=[CH:32][C:25]([N+:22]([O-:24])=[O:23])=[C:26]([Br:33])[CH:27]=2)[C:12](=[O:13])[CH:11]([NH:14][C:15]([O:17][C:18]([CH3:21])([CH3:20])[CH3:19])=[O:16])[CH2:10][S:9][CH2:8]1)=[O:6])[CH:2]=[CH2:3]. The catalyst class is: 828. (5) Reactant: [C:1]([C:4]1[N:5]=[C:6]2[N:11]=[C:10]([CH3:12])[C:9]([C:13]([O:15][C:16]([CH3:19])([CH3:18])[CH3:17])=[O:14])=[C:8]([C:20]3[CH:25]=[CH:24][C:23]([Cl:26])=[CH:22][C:21]=3[Cl:27])[N:7]2[CH:28]=1)(=O)[NH2:2].C(OC(C(F)(F)F)=O)(C(F)(F)F)=O.CCN(CC)CC. Product: [C:1]([C:4]1[N:5]=[C:6]2[N:11]=[C:10]([CH3:12])[C:9]([C:13]([O:15][C:16]([CH3:19])([CH3:18])[CH3:17])=[O:14])=[C:8]([C:20]3[CH:25]=[CH:24][C:23]([Cl:26])=[CH:22][C:21]=3[Cl:27])[N:7]2[CH:28]=1)#[N:2]. The catalyst class is: 2.